Task: Predict the product of the given reaction.. Dataset: Forward reaction prediction with 1.9M reactions from USPTO patents (1976-2016) Given the reactants C[O:2][C:3](=[O:27])[C:4]1[CH:9]=[CH:8][C:7]([C:10]#[C:11][C:12]2[CH:13]=[C:14]3[C:19](=[CH:20][CH:21]=2)[O:18][C:17]([CH3:23])([CH3:22])[CH2:16][C:15]3([CH3:25])[CH3:24])=[CH:6][C:5]=1[F:26].[OH-].[Na+], predict the reaction product. The product is: [F:26][C:5]1[CH:6]=[C:7]([C:10]#[C:11][C:12]2[CH:13]=[C:14]3[C:19](=[CH:20][CH:21]=2)[O:18][C:17]([CH3:23])([CH3:22])[CH2:16][C:15]3([CH3:25])[CH3:24])[CH:8]=[CH:9][C:4]=1[C:3]([OH:27])=[O:2].